From a dataset of Forward reaction prediction with 1.9M reactions from USPTO patents (1976-2016). Predict the product of the given reaction. Given the reactants [OH:1][CH:2]1[C:10]2[C:5](=[CH:6][CH:7]=[CH:8][CH:9]=2)[C:4](=[O:11])[N:3]1[CH2:12][C:13]1SC=[CH:16][CH:17]=1.[O:18]=[C:19]1[C:27]2C(=CC=CC=2)[CH:21]([S:28][CH2:29][C:30]([NH:32]C2N=CC=CN=2)=O)[N:20]1CC1SC=CC=1, predict the reaction product. The product is: [CH2:12]([N:3]1[C:4](=[O:11])[C:5]2[C:10](=[CH:9][CH:8]=[CH:7][CH:6]=2)[CH:2]1[O:1][CH2:27][C:19]([NH:20][C:21]1[S:28][CH:29]=[CH:30][N:32]=1)=[O:18])[CH2:13][CH2:17][CH3:16].